From a dataset of Full USPTO retrosynthesis dataset with 1.9M reactions from patents (1976-2016). Predict the reactants needed to synthesize the given product. (1) Given the product [F:24][C:21]([F:22])([F:23])[C:20]([C:26]1[CH:27]=[C:28]2[C:32](=[CH:33][CH:34]=1)[N:31]([C:35]1[CH:40]=[CH:39][C:38]([F:41])=[CH:37][CH:36]=1)[N:30]=[CH:29]2)([C:6]1[C:5]2[C:9](=[CH:10][C:2]([CH:42]=[CH2:43])=[CH:3][CH:4]=2)[N:8]([CH2:11][C:12]2[CH:13]=[CH:14][C:15]([O:18][CH3:19])=[CH:16][CH:17]=2)[CH:7]=1)[OH:25], predict the reactants needed to synthesize it. The reactants are: Br[C:2]1[CH:10]=[C:9]2[C:5]([C:6]([C:20]([C:26]3[CH:27]=[C:28]4[C:32](=[CH:33][CH:34]=3)[N:31]([C:35]3[CH:40]=[CH:39][C:38]([F:41])=[CH:37][CH:36]=3)[N:30]=[CH:29]4)([OH:25])[C:21]([F:24])([F:23])[F:22])=[CH:7][N:8]2[CH2:11][C:12]2[CH:17]=[CH:16][C:15]([O:18][CH3:19])=[CH:14][CH:13]=2)=[CH:4][CH:3]=1.[CH2:42]([Sn](CCCC)(CCCC)C=C)[CH2:43]CC. (2) Given the product [NH2:1][CH2:2][CH2:3][C:4]1[CH:5]=[C:6]([CH:10]([CH3:19])[CH2:11][NH:12][S:13]([CH:16]([CH3:18])[CH3:17])(=[O:15])=[O:14])[CH:7]=[CH:8][CH:9]=1.[CH3:17][CH:16]([S:13]([NH:12][CH2:11][CH:10]([C:6]1[CH:7]=[CH:8][CH:9]=[C:4]([CH2:3][CH2:2][NH:1][S:23]([CH:20]([CH3:22])[CH3:21])(=[O:25])=[O:24])[CH:5]=1)[CH3:19])(=[O:15])=[O:14])[CH3:18], predict the reactants needed to synthesize it. The reactants are: [NH2:1][CH2:2][CH2:3][C:4]1[CH:5]=[C:6]([CH:10]([CH3:19])[CH2:11][NH:12][S:13]([CH:16]([CH3:18])[CH3:17])(=[O:15])=[O:14])[CH:7]=[CH:8][CH:9]=1.[CH:20]([S:23](Cl)(=[O:25])=[O:24])([CH3:22])[CH3:21].C1CCN2C(=NCCC2)CC1. (3) Given the product [F:13][C:12]1[CH:11]=[CH:10][CH:9]=[C:6]2[C:5]=1[NH:3][N:2]=[CH:7]2, predict the reactants needed to synthesize it. The reactants are: O.[NH2:2][NH2:3].F[C:5]1[C:12]([F:13])=[CH:11][CH:10]=[CH:9][C:6]=1[CH:7]=O.C(OCC)(=O)C. (4) Given the product [C:14]1([NH:13][CH2:11][C:10]2[CH:9]=[C:8]([OH:7])[CH:22]=[CH:21][CH:20]=2)[CH:19]=[CH:18][CH:17]=[CH:16][CH:15]=1, predict the reactants needed to synthesize it. The reactants are: [H-].[Al+3].[Li+].[H-].[H-].[H-].[OH:7][C:8]1[CH:9]=[C:10]([CH:20]=[CH:21][CH:22]=1)[C:11]([NH:13][C:14]1[CH:19]=[CH:18][CH:17]=[CH:16][CH:15]=1)=O. (5) Given the product [Br:9][C:6]1[CH:5]=[C:4]([N:10]2[CH:14]=[C:13]([C:15]([NH:52][CH2:51][C:50]3[CH:53]=[CH:54][CH:55]=[C:48]([O:47][C:46]([F:45])([F:56])[F:57])[CH:49]=3)=[O:17])[N:12]=[CH:11]2)[CH:3]=[C:2]([Br:1])[C:7]=1[OH:8], predict the reactants needed to synthesize it. The reactants are: [Br:1][C:2]1[CH:3]=[C:4]([N:10]2[CH:14]=[C:13]([C:15]([OH:17])=O)[N:12]=[CH:11]2)[CH:5]=[C:6]([Br:9])[C:7]=1[OH:8].C(N(CC)CC)C.Cl.CN(C)CCCN=C=NCC.OC1C=CC=C[N+]=1[O-].[F:45][C:46]([F:57])([F:56])[O:47][C:48]1[CH:49]=[C:50]([CH:53]=[CH:54][CH:55]=1)[CH2:51][NH2:52].